From a dataset of Full USPTO retrosynthesis dataset with 1.9M reactions from patents (1976-2016). Predict the reactants needed to synthesize the given product. (1) Given the product [Cl:3][C:4]1[C:5]([NH:10][S:20]([C:13]2[C:14]3[C:15](=[N:16][CH:17]=[CH:18][CH:19]=3)[S:11][CH:12]=2)(=[O:22])=[O:21])=[N:6][O:7][C:8]=1[CH3:9], predict the reactants needed to synthesize it. The reactants are: [H-].[Na+].[Cl:3][C:4]1[C:5]([NH2:10])=[N:6][O:7][C:8]=1[CH3:9].[S:11]1[C:15]2=[N:16][CH:17]=[CH:18][CH:19]=[C:14]2[C:13]([S:20](Cl)(=[O:22])=[O:21])=[CH:12]1. (2) Given the product [OH:7][C:6]1[CH:5]=[C:4]2[C:3](=[CH:2][CH:1]=1)[NH:10][CH:9]=[C:8]2[CH2:11][CH2:12][NH:13][C:34]([NH:33][CH2:15][CH2:16][CH2:17][CH2:18][CH2:19][CH2:20][CH2:21][CH2:22][CH2:23][CH2:24][CH2:25][CH2:26][CH2:27][CH2:28][CH2:29][CH2:30][CH2:31][CH3:32])=[O:35], predict the reactants needed to synthesize it. The reactants are: [CH:1]1[C:6]([OH:7])=[CH:5][C:4]2[C:8]([CH2:11][CH2:12][NH2:13])=[CH:9][NH:10][C:3]=2[CH:2]=1.Cl.[CH2:15]([N:33]=[C:34]=[O:35])[CH2:16][CH2:17][CH2:18][CH2:19][CH2:20][CH2:21][CH2:22][CH2:23][CH2:24][CH2:25][CH2:26][CH2:27][CH2:28][CH2:29][CH2:30][CH2:31][CH3:32].O. (3) Given the product [OH:1][C:2]1[C:16]2[C:11](=[CH:12][CH:13]=[CH:14][CH:15]=2)[C:5]2([CH2:10][CH2:9][O:8][CH2:7][CH2:6]2)[C:4](=[O:17])[C:3]=1[C:18]([NH:20][CH2:21][C:22]([OH:24])=[O:23])=[O:19], predict the reactants needed to synthesize it. The reactants are: [OH:1][C:2]1[C:16]2[C:11](=[CH:12][CH:13]=[CH:14][CH:15]=2)[C:5]2([CH2:10][CH2:9][O:8][CH2:7][CH2:6]2)[C:4](=[O:17])[C:3]=1[C:18]([NH:20][CH2:21][C:22]([O:24]C(C)(C)C)=[O:23])=[O:19].C(O)(C(F)(F)F)=O. (4) Given the product [CH3:5][O:6][C:7]1[CH:8]=[CH:9][C:10]([C@H:13]([CH2:14][N+:15]([O-:17])=[O:16])[C@H:2]([CH3:3])[CH:1]=[O:4])=[CH:11][CH:12]=1, predict the reactants needed to synthesize it. The reactants are: [CH:1](=[O:4])[CH2:2][CH3:3].[CH3:5][O:6][C:7]1[CH:12]=[CH:11][C:10](/[CH:13]=[CH:14]/[N+:15]([O-:17])=[O:16])=[CH:9][CH:8]=1.CC(O)C.CCCCCC. (5) Given the product [F:1][C:2]1[C:3]([N:8]2[CH2:9][CH:10]=[C:11]([C:14]#[N:15])[CH2:12][CH2:13]2)=[N:4][CH:5]=[CH:6][CH:7]=1, predict the reactants needed to synthesize it. The reactants are: [F:1][C:2]1[C:3]([N:8]2[CH2:13][CH2:12][C:11](O)([C:14]#[N:15])[CH2:10][CH2:9]2)=[N:4][CH:5]=[CH:6][CH:7]=1.P(Cl)(Cl)(Cl)=O.P([O-])([O-])([O-])=O.[K+].[K+].[K+]. (6) Given the product [Br:1][C:2]1[CH:3]=[C:4]([NH:5][S:27]([CH2:25][CH3:26])(=[O:29])=[O:28])[CH:6]=[CH:7][C:8]=1[O:9][C:10]1[CH:15]=[CH:14][C:13]([F:16])=[CH:12][C:11]=1[F:17], predict the reactants needed to synthesize it. The reactants are: [Br:1][C:2]1[CH:3]=[C:4]([CH:6]=[CH:7][C:8]=1[O:9][C:10]1[CH:15]=[CH:14][C:13]([F:16])=[CH:12][C:11]=1[F:17])[NH2:5].C(N(CC)CC)C.[CH2:25]([S:27](Cl)(=[O:29])=[O:28])[CH3:26].[OH-].[Na+].[NH4+].[Cl-]. (7) Given the product [C:12]([C:16]1[CH:17]=[CH:18][C:19]([NH:20][C:8]([C:7]2[CH:6]=[C:5]([Cl:11])[N:4]=[N:3][C:2]=2[O:30][N:31]2[C:32]3[CH:37]=[CH:36][CH:35]=[CH:34][C:33]=3[N:38]=[N:39]2)=[O:9])=[CH:21][CH:22]=1)([CH3:15])([CH3:13])[CH3:14], predict the reactants needed to synthesize it. The reactants are: Cl[C:2]1[N:3]=[N:4][C:5]([Cl:11])=[CH:6][C:7]=1[C:8](O)=[O:9].[C:12]([C:16]1[CH:22]=[CH:21][C:19]([NH2:20])=[CH:18][CH:17]=1)([CH3:15])([CH3:14])[CH3:13].CN(C([O:30][N:31]1[N:39]=[N:38][C:33]2[CH:34]=[CH:35][CH:36]=[CH:37][C:32]1=2)=[N+](C)C)C.[B-](F)(F)(F)F.CCN(C(C)C)C(C)C.